From a dataset of Full USPTO retrosynthesis dataset with 1.9M reactions from patents (1976-2016). Predict the reactants needed to synthesize the given product. (1) Given the product [CH:17]([O:19][CH2:20][CH2:21][O:1][C:2]1[CH:15]=[CH:14][C:13]2[S:12][C:11]3[C:6](=[CH:7][CH:8]=[CH:9][CH:10]=3)[C:5](=[O:16])[C:4]=2[CH:3]=1)=[CH2:18], predict the reactants needed to synthesize it. The reactants are: [OH:1][C:2]1[CH:15]=[CH:14][C:13]2[S:12][C:11]3[C:6](=[CH:7][CH:8]=[CH:9][CH:10]=3)[C:5](=[O:16])[C:4]=2[CH:3]=1.[CH:17]([O:19][CH2:20][CH2:21]Cl)=[CH2:18].C(=O)([O-])[O-].[K+].[K+].O. (2) Given the product [Br:1][C:2]1[CH:11]=[CH:10][C:9]2[N:8]=[CH:7][C:6]3[N:12]([S:41]([C:37]4[CH:38]=[CH:39][CH:40]=[C:35]([F:34])[CH:36]=4)(=[O:43])=[O:42])[C:13](=[O:26])[N:14]([C:15]4[CH:20]=[CH:19][C:18]([C:21]([CH3:24])([CH3:25])[C:22]#[N:23])=[CH:17][CH:16]=4)[C:5]=3[C:4]=2[CH:3]=1, predict the reactants needed to synthesize it. The reactants are: [Br:1][C:2]1[CH:11]=[CH:10][C:9]2[N:8]=[CH:7][C:6]3[NH:12][C:13](=[O:26])[N:14]([C:15]4[CH:20]=[CH:19][C:18]([C:21]([CH3:25])([CH3:24])[C:22]#[N:23])=[CH:17][CH:16]=4)[C:5]=3[C:4]=2[CH:3]=1.C(N(CC)CC)C.[F:34][C:35]1[CH:36]=[C:37]([S:41](Cl)(=[O:43])=[O:42])[CH:38]=[CH:39][CH:40]=1.O. (3) Given the product [CH3:22][CH:23]([NH:30][CH2:2][CH2:3][CH2:4][O:5][C:6]1[CH:11]=[CH:10][C:9]([C:12]2[N:13]=[C:14]3[C:19]([CH3:20])=[CH:18][CH:17]=[CH:16][N:15]3[CH:21]=2)=[CH:8][CH:7]=1)[C:24]1[CH:29]=[CH:28][CH:27]=[CH:26][CH:25]=1, predict the reactants needed to synthesize it. The reactants are: Cl[CH2:2][CH2:3][CH2:4][O:5][C:6]1[CH:11]=[CH:10][C:9]([C:12]2[N:13]=[C:14]3[C:19]([CH3:20])=[CH:18][CH:17]=[CH:16][N:15]3[CH:21]=2)=[CH:8][CH:7]=1.[CH3:22][CH:23]([NH2:30])[C:24]1[CH:29]=[CH:28][CH:27]=[CH:26][CH:25]=1.C(NCCCC)CCC. (4) Given the product [Cl:1][C:2]1[C:7]([NH2:8])=[C:6]([N+:12]([O-:14])=[O:13])[C:5]([O:15][CH3:16])=[CH:4][CH:3]=1, predict the reactants needed to synthesize it. The reactants are: [Cl:1][C:2]1[C:7]([NH:8]C(=O)C)=[C:6]([N+:12]([O-:14])=[O:13])[C:5]([O:15][CH3:16])=[CH:4][CH:3]=1.ClC1C=C([N+]([O-])=O)C(OC)=CC=1NC(=O)C.Cl.[OH-].[Na+]. (5) Given the product [CH3:65][O:66][C:67](=[O:68])[C@@H:69]([NH:32][C:34](=[O:38])[C@@H:16]([NH:15][C:13](=[O:14])[C@@H:12]([NH:23][C:24]([O:26][C:27]([CH3:28])([CH3:30])[CH3:29])=[O:25])[CH2:11][C:8]1[CH:7]=[CH:6][C:5]([O:4][CH2:1][CH:2]=[CH2:3])=[CH:10][CH:9]=1)[CH:20]([CH3:22])[CH3:21])[CH2:60][CH:58]=[CH2:59], predict the reactants needed to synthesize it. The reactants are: [CH2:1]([O:4][C:5]1[CH:10]=[CH:9][C:8]([CH2:11][C@H:12]([NH:23][C:24]([O:26][C:27]([CH3:30])([CH3:29])[CH3:28])=[O:25])[C:13]([NH:15][C@@H:16]([CH:20]([CH3:22])[CH3:21])C(O)=O)=[O:14])=[CH:7][CH:6]=1)[CH:2]=[CH2:3].C[N:32]([C:34]([O:38]N1N=NC2C=CC=NC1=2)=[N+](C)C)C.F[P-](F)(F)(F)(F)F.CCN(C(C)C)[CH:58]([CH3:60])[CH3:59].C[CH2:65][O:66][C:67]([CH3:69])=[O:68]. (6) Given the product [CH3:1][N:2]1[CH2:3][CH2:4][N:5]([CH3:6])[C:7](=[O:14])[C:8]1=[O:10], predict the reactants needed to synthesize it. The reactants are: [CH3:1][NH:2][CH2:3][CH2:4][NH:5][CH3:6].[C:7]([O:14]CC)(=O)[C:8]([O:10]CC)=O. (7) Given the product [C:2]([O:5][C:6]([NH:8][C@H:9]([C:22](=[O:24])[NH:27][CH3:26])[CH2:10][CH2:11][C:12]([OH:14])=[O:13])=[O:7])([CH3:4])([CH3:3])[CH3:1], predict the reactants needed to synthesize it. The reactants are: [CH3:1][C:2]([O:5][C:6]([NH:8][C@H:9]([C:22]([OH:24])=O)[CH2:10][CH2:11][C:12]([O:14]CC1C=CC=CC=1)=[O:13])=[O:7])([CH3:4])[CH3:3].Cl.[CH3:26][N:27](C)CCCN=C=NCC.O.ON1C2C=CC=CC=2N=N1.CN.[H][H]. (8) The reactants are: [C:1]([NH:5][C:6](=[O:33])[CH2:7][N:8]1[C:17](=[O:18])[C:16]2[C:11](=[CH:12][CH:13]=[C:14]([N:19]3[CH2:25][CH2:24][CH2:23][NH:22][CH2:21][CH2:20]3)[CH:15]=2)[N:10]=[C:9]1[C:26]1[CH:31]=[CH:30][CH:29]=[C:28]([Cl:32])[CH:27]=1)([CH3:4])([CH3:3])[CH3:2].[CH3:34][C:35]([CH3:37])=O.C([BH3-])#N.[Na+].C(O)(=O)C. Given the product [C:1]([NH:5][C:6](=[O:33])[CH2:7][N:8]1[C:17](=[O:18])[C:16]2[C:11](=[CH:12][CH:13]=[C:14]([N:19]3[CH2:25][CH2:24][CH2:23][N:22]([CH:35]([CH3:37])[CH3:34])[CH2:21][CH2:20]3)[CH:15]=2)[N:10]=[C:9]1[C:26]1[CH:31]=[CH:30][CH:29]=[C:28]([Cl:32])[CH:27]=1)([CH3:4])([CH3:2])[CH3:3], predict the reactants needed to synthesize it. (9) Given the product [ClH:1].[NH2:2][C@@H:3]([CH2:7]/[CH:8]=[CH:9]/[CH2:10][C@H:11]1[CH2:12][CH2:13][CH2:14][CH2:15]/[C:16](=[N:20]/[OH:19])/[NH:17]1)[C:4]([OH:6])=[O:5], predict the reactants needed to synthesize it. The reactants are: [ClH:1].[NH2:2][C@@H:3]([CH2:7]/[CH:8]=[CH:9]/[CH2:10][C@@H:11]1[N:17]2C(=O)[O:19][N:20]=[C:16]2[CH2:15][CH2:14][CH2:13][CH2:12]1)[C:4]([OH:6])=[O:5].[K].[OH-].[Na+]. (10) Given the product [C:30]([O:29][C:27]([N:23]1[CH2:24][CH2:25][CH2:26][CH:22]1[CH2:21][NH:20][C:11]1[N:12]=[C:13]([NH2:14])[N:8]2[N:7]=[C:6]([C:2]3[O:1][CH:5]=[CH:4][CH:3]=3)[N:19]=[C:9]2[N:10]=1)=[O:28])([CH3:33])([CH3:32])[CH3:31], predict the reactants needed to synthesize it. The reactants are: [O:1]1[CH:5]=[CH:4][CH:3]=[C:2]1[C:6]1[N:19]=[C:9]2[N:10]=[C:11](S(C)(=O)=O)[N:12]=[C:13]([NH2:14])[N:8]2[N:7]=1.[NH2:20][CH2:21][C@H:22]1[CH2:26][CH2:25][CH2:24][N:23]1[C:27]([O:29][C:30]([CH3:33])([CH3:32])[CH3:31])=[O:28].